From a dataset of Tox21: 12 toxicity assays (nuclear receptors and stress response pathways). Binary classification across 12 toxicity assays. (1) The molecule is CC1(S(=O)(=O)[O-])CC(=O)c2ccccc2C1=O. It tested positive (active) for: NR-AhR (Aryl hydrocarbon Receptor agonist activity), and SR-p53 (p53 tumor suppressor activation). (2) The compound is CCCCCCCCCCCCCCCCn1cc[n+](C)c1.F[B-](F)(F)F. It tested positive (active) for: NR-Aromatase (Aromatase enzyme inhibition), SR-ARE (Antioxidant Response Element (oxidative stress)), and SR-MMP (Mitochondrial Membrane Potential disruption). (3) The drug is Cl[C@H]1[C@H](Cl)[C@@H](Cl)[C@H](Cl)[C@@H](Cl)[C@@H]1Cl. It tested positive (active) for: NR-ER (Estrogen Receptor agonist activity). (4) The compound is CCCCCCC. It tested positive (active) for: NR-AR (Androgen Receptor agonist activity). (5) It tested positive (active) for: NR-AhR (Aryl hydrocarbon Receptor agonist activity). The drug is CCOC(=O)[C@H](CCc1ccccc1)N[C@@H](C)C(=O)N1Cc2cc(OC)c(OC)cc2C[C@H]1C(=O)O. (6) The compound is COP(=S)(NC(C)C)Oc1ccc(C)cc1[N+](=O)[O-]. It tested positive (active) for: NR-AhR (Aryl hydrocarbon Receptor agonist activity), NR-ER (Estrogen Receptor agonist activity), and NR-ER-LBD (Estrogen Receptor Ligand Binding Domain agonist). (7) The compound is CCCCCCCC[N+](CCCCCCCC)(CCCCCCCC)CCCCCCCC. It tested positive (active) for: NR-Aromatase (Aromatase enzyme inhibition), and SR-MMP (Mitochondrial Membrane Potential disruption).